From a dataset of Forward reaction prediction with 1.9M reactions from USPTO patents (1976-2016). Predict the product of the given reaction. (1) The product is: [CH:34]([N:31]1[CH2:32][CH2:33][N:28]([C:26]([C:23]2[N:24]([CH3:25])[C:20]([C:10]3[CH:11]=[CH:12][CH:13]=[CH:14][C:9]=3[CH3:18])=[N:21][CH:22]=2)=[O:27])[CH2:29][CH2:30]1)([CH3:36])[CH3:35]. Given the reactants [O-]P([O-])([O-])=O.[K+].[K+].[K+].[C:9]1([CH3:18])[CH:14]=[CH:13][CH:12]=[CH:11][C:10]=1B(O)O.Cl[C:20]1[N:24]([CH3:25])[C:23]([C:26]([N:28]2[CH2:33][CH2:32][N:31]([CH:34]([CH3:36])[CH3:35])[CH2:30][CH2:29]2)=[O:27])=[CH:22][N:21]=1, predict the reaction product. (2) Given the reactants [H-].[Na+].[F:3][C:4]1[CH:12]=[C:11]([CH:13]=[O:14])[CH:10]=[CH:9][C:5]=1[C:6]([OH:8])=[O:7].[CH3:15]I, predict the reaction product. The product is: [F:3][C:4]1[CH:12]=[C:11]([CH:13]=[O:14])[CH:10]=[CH:9][C:5]=1[C:6]([O:8][CH3:15])=[O:7]. (3) Given the reactants [NH:1]1[CH2:6][CH2:5][CH:4]([N:7]2[CH:11]=[C:10]([C:12]3[CH:17]=[N:16][N:15]4[C:18]([C:21]5[CH:22]=[C:23]([NH:27][C:28]([NH:30][CH2:31][C:32]([F:35])([F:34])[F:33])=[O:29])[CH:24]=[CH:25][CH:26]=5)=[CH:19][N:20]=[C:14]4[CH:13]=3)[CH:9]=[N:8]2)[CH2:3][CH2:2]1.F[P-](F)(F)(F)(F)F.N1(O[P+](N(C)C)(N(C)C)N(C)C)C2C=CC=CC=2N=N1.[CH:63]1([CH2:66][C:67](O)=[O:68])[CH2:65][CH2:64]1.C(N(CC)C(C)C)(C)C, predict the reaction product. The product is: [CH:63]1([CH2:66][C:67]([N:1]2[CH2:6][CH2:5][CH:4]([N:7]3[CH:11]=[C:10]([C:12]4[CH:17]=[N:16][N:15]5[C:18]([C:21]6[CH:22]=[C:23]([NH:27][C:28]([NH:30][CH2:31][C:32]([F:33])([F:35])[F:34])=[O:29])[CH:24]=[CH:25][CH:26]=6)=[CH:19][N:20]=[C:14]5[CH:13]=4)[CH:9]=[N:8]3)[CH2:3][CH2:2]2)=[O:68])[CH2:65][CH2:64]1. (4) Given the reactants C[O:2][C:3](=[O:26])[C@H:4]([CH2:19][CH:20]1[CH2:25][CH2:24][CH2:23][CH2:22][CH2:21]1)[CH2:5][C:6]([NH:8][CH2:9][CH2:10][NH:11][C:12]1[CH:17]=[CH:16][C:15]([F:18])=[CH:14][CH:13]=1)=[O:7].[OH-].[Li+], predict the reaction product. The product is: [CH:20]1([CH2:19][C@H:4]([CH2:5][C:6]([NH:8][CH2:9][CH2:10][NH:11][C:12]2[CH:17]=[CH:16][C:15]([F:18])=[CH:14][CH:13]=2)=[O:7])[C:3]([OH:26])=[O:2])[CH2:25][CH2:24][CH2:23][CH2:22][CH2:21]1.